Dataset: Catalyst prediction with 721,799 reactions and 888 catalyst types from USPTO. Task: Predict which catalyst facilitates the given reaction. (1) Reactant: [C:1]1([CH:7]([C:31]2[CH:36]=[CH:35][CH:34]=[CH:33][CH:32]=2)[N:8]2[C:16]3[C:11](=[CH:12][C:13]([CH3:17])=[CH:14][CH:15]=3)[C:10]([C:20]3[C:28]([OH:29])=[CH:27][C:23]4[O:24][CH2:25][O:26][C:22]=4[CH:21]=3)([CH2:18]O)[C:9]2=[O:30])[CH:6]=[CH:5][CH:4]=[CH:3][CH:2]=1.C(P(CCCC)CCCC)CCC.N(C(OC(C)(C)C)=O)=NC(OC(C)(C)C)=O. Product: [C:31]1([CH:7]([C:1]2[CH:2]=[CH:3][CH:4]=[CH:5][CH:6]=2)[N:8]2[C:16]3[C:11](=[CH:12][C:13]([CH3:17])=[CH:14][CH:15]=3)[C:10]3([C:20]4=[CH:21][C:22]5[O:26][CH2:25][O:24][C:23]=5[CH:27]=[C:28]4[O:29][CH2:18]3)[C:9]2=[O:30])[CH:32]=[CH:33][CH:34]=[CH:35][CH:36]=1. The catalyst class is: 13. (2) Reactant: Cl[C:2]1[CH:7]=[CH:6][C:5](/[CH:8]=[CH:9]/[C:10]([N:12]2[CH2:17][CH2:16][N:15]([C:18](=[O:20])[CH3:19])[CH2:14][CH2:13]2)=[O:11])=[CH:4][C:3]=1[N+:21]([O-:23])=[O:22].C(=O)([O-])[O-].[K+].[K+].[Cl:30][C:31]1[CH:36]=[C:35]([Cl:37])[CH:34]=[CH:33][C:32]=1[SH:38].O. Product: [Cl:30][C:31]1[CH:36]=[C:35]([Cl:37])[CH:34]=[CH:33][C:32]=1[S:38][C:2]1[CH:7]=[CH:6][C:5](/[CH:8]=[CH:9]/[C:10]([N:12]2[CH2:17][CH2:16][N:15]([C:18](=[O:20])[CH3:19])[CH2:14][CH2:13]2)=[O:11])=[CH:4][C:3]=1[N+:21]([O-:23])=[O:22]. The catalyst class is: 3. (3) The catalyst class is: 5. Product: [S:1]1[CH:5]=[CH:4][CH:3]=[C:2]1[CH2:6][NH:13][C@H:14]1[C:22]2[C:17](=[CH:18][CH:19]=[CH:20][CH:21]=2)[CH2:16][C@@H:15]1[NH:23][C:24]([C:26]1[NH:27][C:28]2[C:33]([CH:34]=1)=[CH:32][C:31]([Cl:35])=[CH:30][CH:29]=2)=[O:25]. Reactant: [S:1]1[CH:5]=[CH:4][CH:3]=[C:2]1[CH:6]=O.C([O-])(=O)C.[K+].[NH2:13][C@H:14]1[C:22]2[C:17](=[CH:18][CH:19]=[CH:20][CH:21]=2)[CH2:16][C@@H:15]1[NH:23][C:24]([C:26]1[NH:27][C:28]2[C:33]([CH:34]=1)=[CH:32][C:31]([Cl:35])=[CH:30][CH:29]=2)=[O:25]. (4) Reactant: [C:1]([C:3]1[C:8]([F:9])=[CH:7][C:6](F)=[CH:5][N:4]=1)#[N:2].[CH3:11][OH:12].[CH3:13][O-:14].[Na+]. Product: [F:9][C:8]1[C:3]([C:1](=[NH:2])[O:14][CH3:13])=[N:4][CH:5]=[C:6]([O:12][CH3:11])[CH:7]=1. The catalyst class is: 6. (5) Reactant: [CH:1]([C:3]1[CH:17]=[CH:16][C:6]([O:7][C:8]2[CH:15]=[CH:14][C:11]([C:12]#[N:13])=[CH:10][CH:9]=2)=[CH:5][CH:4]=1)=[O:2].CS(C)=[O:20].C(=O)([O-])[O-].[K+].[K+].OO. Product: [CH:1]([C:3]1[CH:17]=[CH:16][C:6]([O:7][C:8]2[CH:15]=[CH:14][C:11]([C:12]([NH2:13])=[O:20])=[CH:10][CH:9]=2)=[CH:5][CH:4]=1)=[O:2]. The catalyst class is: 6. (6) Reactant: Br[C:2]1[CH:12]=[CH:11][C:5]2[CH2:6][CH2:7][CH2:8][CH2:9][O:10][C:4]=2[CH:3]=1.C([Li])CCC.CN(C)[CH:20]=[O:21].Cl. Product: [O:10]1[C:4]2[CH:3]=[C:2]([CH:20]=[O:21])[CH:12]=[CH:11][C:5]=2[CH2:6][CH2:7][CH2:8][CH2:9]1. The catalyst class is: 188. (7) Reactant: [F:1][C:2]1[CH:3]=[C:4]([C:8]2[CH:16]=[C:11]3[CH2:12][NH:13][CH2:14][CH2:15][N:10]3[N:9]=2)[CH:5]=[CH:6][CH:7]=1.C(N(CC)CC)C.[CH3:24][C:25]([O:28][C:29](O[C:29]([O:28][C:25]([CH3:27])([CH3:26])[CH3:24])=[O:30])=[O:30])([CH3:27])[CH3:26]. Product: [F:1][C:2]1[CH:3]=[C:4]([C:8]2[CH:16]=[C:11]3[CH2:12][N:13]([C:29]([O:28][C:25]([CH3:27])([CH3:26])[CH3:24])=[O:30])[CH2:14][CH2:15][N:10]3[N:9]=2)[CH:5]=[CH:6][CH:7]=1. The catalyst class is: 154. (8) Reactant: [NH2:1][C:2]1[CH:10]=[CH:9][C:8]([C:11]2[N:12]([C:27]([O:29][C:30]([CH3:33])([CH3:32])[CH3:31])=[O:28])[C:13]3[C:18]([CH:19]=2)=[CH:17][C:16]([CH2:20][N:21]2[CH2:26][CH2:25][CH2:24][CH2:23][CH2:22]2)=[CH:15][CH:14]=3)=[C:7]2[C:3]=1[CH2:4][NH:5][C:6]2=[O:34].C(N(CC)CC)C.[CH:42]1([C:45](Cl)=[O:46])[CH2:44][CH2:43]1.O. Product: [CH:42]1([C:45]([NH:1][C:2]2[CH:10]=[CH:9][C:8]([C:11]3[N:12]([C:27]([O:29][C:30]([CH3:31])([CH3:33])[CH3:32])=[O:28])[C:13]4[C:18]([CH:19]=3)=[CH:17][C:16]([CH2:20][N:21]3[CH2:26][CH2:25][CH2:24][CH2:23][CH2:22]3)=[CH:15][CH:14]=4)=[C:7]3[C:3]=2[CH2:4][NH:5][C:6]3=[O:34])=[O:46])[CH2:44][CH2:43]1. The catalyst class is: 13. (9) Reactant: [CH3:1][C:2]1[N:7]=[C:6]([O:8][C:9]2[CH:10]=[C:11]([CH2:15]O)[CH:12]=[CH:13][CH:14]=2)[CH:5]=[CH:4][C:3]=1[C:17]([F:20])([F:19])[F:18].S(Cl)([Cl:23])=O. Product: [Cl:23][CH2:15][C:11]1[CH:10]=[C:9]([CH:14]=[CH:13][CH:12]=1)[O:8][C:6]1[N:7]=[C:2]([CH3:1])[C:3]([C:17]([F:20])([F:19])[F:18])=[CH:4][CH:5]=1. The catalyst class is: 2.